This data is from Reaction yield outcomes from USPTO patents with 853,638 reactions. The task is: Predict the reaction yield, written as a fraction of the theoretical maximum amount of product (1.0 means a 100% yield; for example, 0.34 means a 34% yield). (1) The reactants are [NH:1]1[CH2:5][CH2:4][C@@H:3]([NH:6][C:7]([CH:9]2[CH2:11][CH2:10]2)=[O:8])[CH2:2]1.Cl[C:13]1[C:22]2[C:17](=[CH:18][CH:19]=[C:20]([F:23])[CH:21]=2)[N:16]=[C:15]([C:24]2[CH:29]=[CH:28][CH:27]=[CH:26][C:25]=2[OH:30])[N:14]=1.C(N(CC)CC)C. The catalyst is C(Cl)Cl. The product is [F:23][C:20]1[CH:21]=[C:22]2[C:17](=[CH:18][CH:19]=1)[N:16]=[C:15]([C:24]1[CH:29]=[CH:28][CH:27]=[CH:26][C:25]=1[OH:30])[N:14]=[C:13]2[N:1]1[CH2:5][CH2:4][C@@H:3]([NH:6][C:7]([CH:9]2[CH2:10][CH2:11]2)=[O:8])[CH2:2]1. The yield is 0.680. (2) The reactants are Br[C:2]1[N:3]=[CH:4][S:5][CH:6]=1.[I-].[CH2:8]([Zn+])[C:9]([CH3:12])([CH3:11])[CH3:10].C1COCC1.C(Cl)(Cl)Cl. The catalyst is C1C=CC(/C=C/C(/C=C/C2C=CC=CC=2)=O)=CC=1.C1C=CC(/C=C/C(/C=C/C2C=CC=CC=2)=O)=CC=1.C1C=CC(/C=C/C(/C=C/C2C=CC=CC=2)=O)=CC=1.[Pd].[Pd]. The product is [CH2:8]([C:2]1[N:3]=[CH:4][S:5][CH:6]=1)[C:9]([CH3:12])([CH3:11])[CH3:10]. The yield is 0.750.